From a dataset of Forward reaction prediction with 1.9M reactions from USPTO patents (1976-2016). Predict the product of the given reaction. (1) Given the reactants [CH2:1]([Li])[CH2:2][CH2:3][CH3:4].[CH:6]1[C:18]2CC3[C:11](=[CH:12][CH:13]=[CH:14][CH:15]=3)[C:10]=2[CH:9]=[CH:8][CH:7]=1.BrCC.Cl, predict the reaction product. The product is: [CH2:3]([CH:2]1[C:1]2[CH:15]=[CH:14][CH:13]=[CH:12][C:11]=2[C:10]2[C:9]1=[CH:8][CH:7]=[CH:6][CH:18]=2)[CH3:4]. (2) Given the reactants [NH2:1][C:2]1[CH:9]=[CH:8][CH:7]=[CH:6][C:3]=1[CH:4]=O.C[O:11][C:12](=O)[CH2:13][C:14]1[CH:19]=[CH:18][C:17]([N+:20]([O-:22])=[O:21])=[CH:16][C:15]=1[O:23][CH3:24].C(O)C, predict the reaction product. The product is: [CH3:24][O:23][C:15]1[CH:16]=[C:17]([N+:20]([O-:22])=[O:21])[CH:18]=[CH:19][C:14]=1[C:13]1[C:12](=[O:11])[NH:1][C:2]2[C:3]([CH:4]=1)=[CH:6][CH:7]=[CH:8][CH:9]=2. (3) The product is: [N+:1]([O-:4])([OH:3])=[O:2].[N+:1]([O:4][CH2:5][C:6]1[N:11]=[C:10]([CH3:12])[C:9]([O:13][C:14](=[O:25])[C:15]2[CH:20]=[CH:19][CH:18]=[CH:17][C:16]=2[O:21][C:22](=[O:24])[CH3:23])=[CH:8][CH:7]=1)([O-:3])=[O:2]. Given the reactants [N+:1]([O:4][CH2:5][C:6]1[N:11]=[C:10]([CH3:12])[C:9]([O:13][C:14](=[O:25])[C:15]2[CH:20]=[CH:19][CH:18]=[CH:17][C:16]=2[O:21][C:22](=[O:24])[CH3:23])=[CH:8][CH:7]=1)([O-:3])=[O:2].[N+]([O-])(O)=O, predict the reaction product. (4) Given the reactants [Br:1][C:2]1[CH:3]=[CH:4][C:5]([O:11][CH:12]([F:14])[F:13])=[C:6]([CH2:8][CH2:9][OH:10])[CH:7]=1.[OH-].[Na+].S(OC)(O[CH3:21])(=O)=O, predict the reaction product. The product is: [Br:1][C:2]1[CH:3]=[CH:4][C:5]([O:11][CH:12]([F:13])[F:14])=[C:6]([CH2:8][CH2:9][O:10][CH3:21])[CH:7]=1. (5) Given the reactants [OH:1][C@H:2]([C@H:4]1[CH2:8][N:7]([C@H:9]([C:11]2[CH:16]=[CH:15][C:14]([O:17][CH3:18])=[CH:13][CH:12]=2)[CH3:10])[C:6](=[O:19])[CH2:5]1)[CH3:3].[C:20]1([CH3:30])[CH:25]=[CH:24][C:23]([S:26](Cl)(=[O:28])=[O:27])=[CH:22][CH:21]=1.N1C=CC=CC=1.ClCCl, predict the reaction product. The product is: [CH3:30][C:20]1[CH:25]=[CH:24][C:23]([S:26]([O:1][C@H:2]([C@@H:4]2[CH2:5][C:6](=[O:19])[N:7]([C@H:9]([C:11]3[CH:12]=[CH:13][C:14]([O:17][CH3:18])=[CH:15][CH:16]=3)[CH3:10])[CH2:8]2)[CH3:3])(=[O:28])=[O:27])=[CH:22][CH:21]=1. (6) Given the reactants [NH2:1][C:2]1[CH:7]=[C:6]([NH2:8])[CH:5]=[CH:4][C:3]=1[CH2:9][C:10]([O:12][C:13]([CH3:16])([CH3:15])[CH3:14])=[O:11].[C:17]1([S:23](Cl)(=[O:25])=[O:24])[CH:22]=[CH:21][CH:20]=[CH:19][CH:18]=1.ClCCl.CO, predict the reaction product. The product is: [NH2:1][C:2]1[CH:7]=[C:6]([NH:8][S:23]([C:17]2[CH:22]=[CH:21][CH:20]=[CH:19][CH:18]=2)(=[O:25])=[O:24])[CH:5]=[CH:4][C:3]=1[CH2:9][C:10]([O:12][C:13]([CH3:16])([CH3:15])[CH3:14])=[O:11]. (7) Given the reactants Br[C:2]1[CH:3]=[CH:4][C:5]2[N:6]([C:8](=[O:23])[N:9]([CH2:11][CH2:12][C:13]3[CH:22]=[CH:21][C:20]4[C:15](=[CH:16][CH:17]=[CH:18][CH:19]=4)[N:14]=3)[N:10]=2)[CH:7]=1.C([Sn](CCCC)(CCCC)[C:29]1[CH:30]=[N:31][CH:32]=[CH:33][CH:34]=1)CCC, predict the reaction product. The product is: [N:31]1[CH:32]=[CH:33][CH:34]=[C:29]([C:2]2[CH:3]=[CH:4][C:5]3[N:6]([C:8](=[O:23])[N:9]([CH2:11][CH2:12][C:13]4[CH:22]=[CH:21][C:20]5[C:15](=[CH:16][CH:17]=[CH:18][CH:19]=5)[N:14]=4)[N:10]=3)[CH:7]=2)[CH:30]=1. (8) Given the reactants [Br:1][C:2]1[CH:7]=[CH:6][C:5]([Br:8])=[CH:4][C:3]=1[S:9]([NH:12][C@H:13]1[CH2:17][N:16]([C:18]([O:20][C:21]([CH3:24])([CH3:23])[CH3:22])=[O:19])[C@@H:15]([CH2:25][OH:26])[CH2:14]1)(=[O:11])=[O:10].CCN(CC)CC.[N:34]([CH2:37][C:38]1[CH:43]=[CH:42][CH:41]=[CH:40][CH:39]=1)=[C:35]=[O:36], predict the reaction product. The product is: [Br:1][C:2]1[CH:7]=[CH:6][C:5]([Br:8])=[CH:4][C:3]=1[S:9]([NH:12][C@H:13]1[CH2:17][N:16]([C:18]([O:20][C:21]([CH3:22])([CH3:23])[CH3:24])=[O:19])[C@@H:15]([CH2:25][O:26][C:35]([NH:34][CH2:37][C:38]2[CH:43]=[CH:42][CH:41]=[CH:40][CH:39]=2)=[O:36])[CH2:14]1)(=[O:10])=[O:11]. (9) The product is: [CH2:1]=[C:2]([C:4]1[N:5]=[CH:6][C:7]([O:10][C@H:11]2[CH2:19][N:14]3[CH2:15][CH2:16][N:17]([C:29](=[O:30])[CH2:28][C:24]4[CH:25]=[CH:26][CH:27]=[C:22]([C:21]([F:32])([F:20])[F:33])[CH:23]=4)[CH2:18][C@@H:13]3[CH2:12]2)=[N:8][CH:9]=1)[CH3:3]. Given the reactants [CH2:1]=[C:2]([C:4]1[N:5]=[CH:6][C:7]([O:10][C@H:11]2[CH2:19][N:14]3[CH2:15][CH2:16][NH:17][CH2:18][C@@H:13]3[CH2:12]2)=[N:8][CH:9]=1)[CH3:3].[F:20][C:21]([F:33])([F:32])[C:22]1[CH:23]=[C:24]([CH2:28][C:29](O)=[O:30])[CH:25]=[CH:26][CH:27]=1.O.N1(O)C2C=CC=CC=2N=N1.C(N=C=NCCCN(C)C)C, predict the reaction product.